Dataset: Forward reaction prediction with 1.9M reactions from USPTO patents (1976-2016). Task: Predict the product of the given reaction. Given the reactants [Br:1][C:2]1[CH:3]=[C:4]([C@:9]2([CH3:16])[CH2:14][CH2:13][S:12][C:11]([NH2:15])=[N:10]2)[CH:5]=[CH:6][C:7]=1[F:8].N1C=CC=CC=1.[C:23](OC(=O)C)(=[O:25])[CH3:24].O, predict the reaction product. The product is: [Br:1][C:2]1[CH:3]=[C:4]([C@:9]2([CH3:16])[CH2:14][CH2:13][S:12][C:11]([NH:15][C:23](=[O:25])[CH3:24])=[N:10]2)[CH:5]=[CH:6][C:7]=1[F:8].